Task: Predict which catalyst facilitates the given reaction.. Dataset: Catalyst prediction with 721,799 reactions and 888 catalyst types from USPTO (1) The catalyst class is: 85. Product: [Cl:1][C:2]1[C:3]([F:17])=[C:4]([CH:8]=[C:9]([S:11]([NH:14][CH2:15][CH3:16])(=[O:13])=[O:12])[CH:10]=1)[C:5]([NH:46][C:44]1[S:45][C:41]([C:33]([CH3:34])([C:35]2[CH:40]=[CH:39][CH:38]=[CH:37][CH:36]=2)[CH3:32])=[N:42][N:43]=1)=[O:7]. Reactant: [Cl:1][C:2]1[C:3]([F:17])=[C:4]([CH:8]=[C:9]([S:11]([NH:14][CH2:15][CH3:16])(=[O:13])=[O:12])[CH:10]=1)[C:5]([OH:7])=O.C(Cl)CCl.C1C=CC2N(O)N=NC=2C=1.[CH3:32][C:33]([C:41]1[S:45][C:44]([NH2:46])=[N:43][N:42]=1)([C:35]1[CH:40]=[CH:39][CH:38]=[CH:37][CH:36]=1)[CH3:34]. (2) Reactant: [F:1][C:2]1[CH:7]=[C:6]([CH2:8][N:9]2[C@@H:14]([CH3:15])[CH2:13][CH2:12][C@H:11]([C:16]3[CH:21]=[CH:20][CH:19]=[CH:18][CH:17]=3)[S:10]2(=[O:23])=[O:22])[C:5]([F:24])=[CH:4][C:3]=1[CH2:25][C:26]([O:28][C:29]([CH3:32])([CH3:31])[CH3:30])=[O:27].[H-].[Na+].Br[CH2:36][CH:37]1[CH2:40][O:39][CH2:38]1.[NH4+].[Cl-]. Product: [F:1][C:2]1[CH:7]=[C:6]([CH2:8][N:9]2[C@@H:14]([CH3:15])[CH2:13][CH2:12][C@H:11]([C:16]3[CH:21]=[CH:20][CH:19]=[CH:18][CH:17]=3)[S:10]2(=[O:22])=[O:23])[C:5]([F:24])=[CH:4][C:3]=1[CH:25]([CH2:36][CH:37]1[CH2:40][O:39][CH2:38]1)[C:26]([O:28][C:29]([CH3:31])([CH3:30])[CH3:32])=[O:27]. The catalyst class is: 9. (3) Reactant: [CH3:1][C:2]1[CH:7]=[CH:6][CH:5]=[C:4]([CH3:8])[C:3]=1[C:9]#[C:10][CH:11]([OH:20])[C:12]#[C:13][C:14]1[CH:19]=[CH:18][CH:17]=[CH:16][CH:15]=1. Product: [CH3:8][C:4]1[CH:5]=[CH:6][CH:7]=[C:2]([CH3:1])[C:3]=1[C:9]#[C:10][C:11](=[O:20])[C:12]#[C:13][C:14]1[CH:19]=[CH:18][CH:17]=[CH:16][CH:15]=1. The catalyst class is: 327. (4) Product: [CH:4]1([C:7]2[CH:8]=[CH:9][C:10](/[C:15](/[C:30]3[CH:35]=[CH:34][C:33]([S:36][CH3:37])=[CH:32][CH:31]=3)=[CH:16]/[CH2:17][CH2:18][NH2:19])=[N:11][C:12]=2[O:13][CH3:14])[CH2:6][CH2:5]1. Reactant: O.NN.[CH:4]1([C:7]2[CH:8]=[CH:9][C:10](/[C:15](/[C:30]3[CH:35]=[CH:34][C:33]([S:36][CH3:37])=[CH:32][CH:31]=3)=[CH:16]/[CH2:17][CH2:18][N:19]3C(=O)C4C(=CC=CC=4)C3=O)=[N:11][C:12]=2[O:13][CH3:14])[CH2:6][CH2:5]1.[OH-].[Na+]. The catalyst class is: 8.